From a dataset of Full USPTO retrosynthesis dataset with 1.9M reactions from patents (1976-2016). Predict the reactants needed to synthesize the given product. (1) Given the product [CH2:49]([N:51]1[CH2:56][CH2:55][CH:59]([N:60]([CH3:63])[C:61]([NH:12][C:8]2[CH:7]=[C:6]([O:5][C:4]3[CH:31]=[CH:32][C:33]([NH:34][C:35]([C:37]4([C:40]([NH:41][C:42]5[CH:47]=[CH:46][CH:45]=[CH:44][CH:43]=5)=[O:48])[CH2:39][CH2:38]4)=[O:36])=[C:2]([F:1])[CH:3]=3)[CH:11]=[CH:10][N:9]=2)=[O:62])[CH2:53][CH2:52]1)[CH3:50], predict the reactants needed to synthesize it. The reactants are: [F:1][C:2]1[CH:3]=[C:4]([CH:31]=[CH:32][C:33]=1[NH:34][C:35]([C:37]1([C:40](=[O:48])[NH:41][C:42]2[CH:47]=[CH:46][CH:45]=[CH:44][CH:43]=2)[CH2:39][CH2:38]1)=[O:36])[O:5][C:6]1[CH:11]=[CH:10][N:9]=[C:8]([N:12](C(OC2C=CC=CC=2)=O)C(=O)OC2C=CC=CC=2)[CH:7]=1.[CH2:49]([N:51]1[CH2:56][CH2:55]C(NC)[CH2:53][CH2:52]1)[CH3:50].[CH3:59][N:60]([CH3:63])[CH:61]=[O:62]. (2) Given the product [NH:1]1[CH2:5][CH2:4][CH2:3][CH:2]1[CH2:6][NH:7][C:14]([C:8]1[CH:13]=[CH:12][CH:11]=[CH:10][CH:9]=1)([C:21]1[CH:22]=[CH:23][CH:24]=[CH:25][CH:26]=1)[C:15]1[CH:16]=[CH:17][CH:18]=[CH:19][CH:20]=1, predict the reactants needed to synthesize it. The reactants are: [NH:1]1[CH2:5][CH2:4][CH2:3][CH:2]1[CH2:6][NH2:7].[C:8]1([C:14](Cl)([C:21]2[CH:26]=[CH:25][CH:24]=[CH:23][CH:22]=2)[C:15]2[CH:20]=[CH:19][CH:18]=[CH:17][CH:16]=2)[CH:13]=[CH:12][CH:11]=[CH:10][CH:9]=1.C(N(CC)CC)C. (3) Given the product [O:7]=[O:8].[C:1](=[O:2])([O-:4])[O-:3].[Na+:5].[Na+:5].[OH:7][OH:8], predict the reactants needed to synthesize it. The reactants are: [C:1](=[O:4])([O-:3])[O-:2].[Na+:5].[Na+].[OH:7][OH:8].